From a dataset of Forward reaction prediction with 1.9M reactions from USPTO patents (1976-2016). Predict the product of the given reaction. (1) Given the reactants [Br:1][C:2]1[CH:3]=[CH:4][CH:5]=[C:6]2[C:11]=1[N:10]=[C:9](Cl)[N:8]([CH:13]([CH3:15])[CH3:14])[C:7]2=[O:16].[C:17]([NH2:21])([CH3:20])([CH3:19])[CH3:18].O, predict the reaction product. The product is: [Br:1][C:2]1[CH:3]=[CH:4][CH:5]=[C:6]2[C:11]=1[N:10]=[C:9]([NH:21][C:17]([CH3:20])([CH3:19])[CH3:18])[N:8]([CH:13]([CH3:15])[CH3:14])[C:7]2=[O:16]. (2) Given the reactants [CH2:1]([C@H:8]1[CH2:12][O:11][C:10](=[O:13])[N:9]1[C:14]1[CH:23]=[CH:22][C:17]([C:18](OC)=[O:19])=[CH:16][CH:15]=1)[C:2]1[CH:7]=[CH:6][CH:5]=[CH:4][CH:3]=1.[CH3:24][C:25]1[CH:30]=[C:29]([CH3:31])[CH:28]=[CH:27][C:26]=1[N:32]1[CH2:37][CH2:36][NH:35][CH2:34][CH2:33]1, predict the reaction product. The product is: [CH2:1]([C@H:8]1[CH2:12][O:11][C:10](=[O:13])[N:9]1[C:14]1[CH:15]=[CH:16][C:17]([C:18]([N:35]2[CH2:36][CH2:37][N:32]([C:26]3[CH:27]=[CH:28][C:29]([CH3:31])=[CH:30][C:25]=3[CH3:24])[CH2:33][CH2:34]2)=[O:19])=[CH:22][CH:23]=1)[C:2]1[CH:7]=[CH:6][CH:5]=[CH:4][CH:3]=1. (3) Given the reactants [CH:1]([N:4]1[C:8]2[N:9]=[C:10]([C@H:14]3[C@H:18]([CH3:19])[CH2:17][NH:16][CH2:15]3)[NH:11][C:12](=[O:13])[C:7]=2[CH:6]=[N:5]1)([CH3:3])[CH3:2].[CH3:20][O:21][C:22]1[CH:29]=[CH:28][C:25]([CH:26]=O)=[CH:24][N:23]=1, predict the reaction product. The product is: [CH:1]([N:4]1[C:8]2[N:9]=[C:10]([C@H:14]3[C@H:18]([CH3:19])[CH2:17][N:16]([CH2:26][C:25]4[CH:24]=[N:23][C:22]([O:21][CH3:20])=[CH:29][CH:28]=4)[CH2:15]3)[NH:11][C:12](=[O:13])[C:7]=2[CH:6]=[N:5]1)([CH3:3])[CH3:2]. (4) Given the reactants [NH2:1][C:2]1[C:3]([Cl:9])=[N:4][CH:5]=[N:6][C:7]=1Cl.[CH2:10]([NH2:13])[CH:11]=[CH2:12], predict the reaction product. The product is: [CH2:10]([NH:13][C:7]1[C:2]([NH2:1])=[C:3]([Cl:9])[N:4]=[CH:5][N:6]=1)[CH:11]=[CH2:12]. (5) Given the reactants [O:1]1[CH2:6][CH2:5][O:4][C:3]2[CH:7]=[C:8]([CH:11]([O:16][CH3:17])[C:12]([NH:14][NH2:15])=[O:13])[CH:9]=[CH:10][C:2]1=2.[CH3:18][O:19][C:20]1[CH:21]=[C:22]([CH:25]=[C:26]([O:30][CH3:31])[C:27]=1[O:28][CH3:29])[CH:23]=O, predict the reaction product. The product is: [O:1]1[CH2:6][CH2:5][O:4][C:3]2[CH:7]=[C:8]([CH:11]([O:16][CH3:17])[C:12]([NH:14]/[N:15]=[CH:23]/[C:22]3[CH:25]=[C:26]([O:30][CH3:31])[C:27]([O:28][CH3:29])=[C:20]([O:19][CH3:18])[CH:21]=3)=[O:13])[CH:9]=[CH:10][C:2]1=2. (6) Given the reactants IC1C(C)=CC=CC=1C(O)=O.[NH2:12][CH2:13][C@@H:14]1[C@H:19]([CH3:20])[CH2:18][CH2:17][CH2:16][N:15]1[C:21]([C:23]1[CH:28]=[CH:27][CH:26]=[C:25]([CH3:29])[C:24]=1[C:30]1[N:35]=[CH:34][CH:33]=[CH:32][N:31]=1)=[O:22].F[C:37]1[CH:42]=[CH:41][C:40]([C:43]([F:46])([F:45])[F:44])=[CH:39][N:38]=1, predict the reaction product. The product is: [CH3:20][C@@H:19]1[CH2:18][CH2:17][CH2:16][N:15]([C:21]([C:23]2[CH:28]=[CH:27][CH:26]=[C:25]([CH3:29])[C:24]=2[C:30]2[N:31]=[CH:32][CH:33]=[CH:34][N:35]=2)=[O:22])[C@@H:14]1[CH2:13][NH:12][C:37]1[CH:42]=[CH:41][C:40]([C:43]([F:46])([F:45])[F:44])=[CH:39][N:38]=1. (7) Given the reactants [CH2:1]([OH:4])[C:2]#[CH:3].I[C:6]1[CH:11]=[CH:10][C:9]([CH3:12])=[CH:8][CH:7]=1.C(N(CC)CC)C, predict the reaction product. The product is: [C:9]1([CH3:12])[CH:10]=[CH:11][C:6]([C:3]#[C:2][CH2:1][OH:4])=[CH:7][CH:8]=1. (8) Given the reactants [Cl:1][C:2]1[CH:3]=[CH:4][C:5]([O:11][CH3:12])=[C:6]([CH:10]=1)[C:7]([OH:9])=[O:8].CN(CCN(C)C)C.C([Li])(CC)C.[C:26](=[O:28])=[O:27], predict the reaction product. The product is: [Cl:1][C:2]1[CH:3]=[CH:4][C:5]([O:11][CH3:12])=[C:6]([C:7]([OH:9])=[O:8])[C:10]=1[C:26]([OH:28])=[O:27].